The task is: Predict which catalyst facilitates the given reaction.. This data is from Catalyst prediction with 721,799 reactions and 888 catalyst types from USPTO. (1) Reactant: [Cl:1][C:2]1[C:7](=[O:8])[N:6]([CH3:9])[CH:5]=[C:4]([NH:10][CH:11]([C:27]2[CH:32]=[CH:31][C:30]([Cl:33])=[CH:29][CH:28]=2)[C:12]2[C:13]([C:23]([F:26])([F:25])[F:24])=[N:14][N:15]([CH:20]3[CH2:22][CH2:21]3)[C:16]=2[C:17]([OH:19])=O)[CH:3]=1. Product: [Cl:1][C:2]1[C:7](=[O:8])[N:6]([CH3:9])[CH:5]=[C:4]([N:10]2[CH:11]([C:27]3[CH:28]=[CH:29][C:30]([Cl:33])=[CH:31][CH:32]=3)[C:12]3[C:13]([C:23]([F:25])([F:26])[F:24])=[N:14][N:15]([CH:20]4[CH2:21][CH2:22]4)[C:16]=3[C:17]2=[O:19])[CH:3]=1. The catalyst class is: 2. (2) Product: [NH:1]1[C:33]([CH2:32][C@H:21]2[N:20]([S:17]([C:15]3[CH:14]=[CH:13][CH:12]=[C:11]4[C:16]=3[N:7]=[CH:8][CH:9]=[CH:10]4)(=[O:19])=[O:18])[CH2:27][C:26]3[CH:28]=[CH:29][CH:30]=[CH:31][C:25]=3[CH2:24][O:23][CH2:22]2)=[N:34][N:3]=[N:2]1. The catalyst class is: 3. Reactant: [N-:1]=[N+:2]=[N-:3].[Na+].[Cl-].[NH4+].[N:7]1[C:16]2[C:11](=[CH:12][CH:13]=[CH:14][C:15]=2[S:17]([N:20]2[CH2:27][C:26]3[CH:28]=[CH:29][CH:30]=[CH:31][C:25]=3[CH2:24][O:23][CH2:22][C@H:21]2[CH2:32][C:33]#[N:34])(=[O:19])=[O:18])[CH:10]=[CH:9][CH:8]=1.Cl. (3) Reactant: [CH3:1][C:2]1[N:3]=[C:4]2[CH:9]=[CH:8][CH:7]=[CH:6][N:5]2[C:10]=1[CH:11]=[CH:12][O:13]CC[Si](C)(C)C.C(=O)(O)[O-].[Na+]. Product: [CH3:1][C:2]1[N:3]=[C:4]2[CH:9]=[CH:8][CH:7]=[CH:6][N:5]2[C:10]=1[CH2:11][CH:12]=[O:13]. The catalyst class is: 47. (4) Reactant: [CH3:1][C:2]1[CH:7]=[CH:6][C:5]([S:8]([CH2:11][CH:12]([CH2:15][CH2:16][CH2:17][CH3:18])[CH:13]=[O:14])(=[O:10])=[O:9])=[CH:4][CH:3]=1.O[CH:20]([CH:22]=[CH2:23])[CH3:21].C1(C)C=CC(S(O)(=O)=O)=CC=1. Product: [CH2:15]([C:12]([CH2:11][S:8]([C:5]1[CH:4]=[CH:3][C:2]([CH3:1])=[CH:7][CH:6]=1)(=[O:10])=[O:9])([CH2:21]/[CH:20]=[CH:22]/[CH3:23])[CH:13]=[O:14])[CH2:16][CH2:17][CH3:18]. The catalyst class is: 11.